From a dataset of Full USPTO retrosynthesis dataset with 1.9M reactions from patents (1976-2016). Predict the reactants needed to synthesize the given product. (1) Given the product [C:1]([O:5][C:6](=[O:7])[NH:8][C:9]1[CH:14]=[C:13]([C:15]2[CH:16]=[CH:17][C:18]([C:21](=[O:22])[NH:39][C:36]3[CH:37]=[CH:38][C:33]([CH2:32][N:29]4[CH2:28][CH2:27][S:26](=[O:25])(=[O:40])[CH2:31][CH2:30]4)=[CH:34][CH:35]=3)=[CH:19][CH:20]=2)[C:12]([CH3:24])=[CH:11][CH:10]=1)([CH3:4])([CH3:2])[CH3:3], predict the reactants needed to synthesize it. The reactants are: [C:1]([O:5][C:6]([NH:8][C:9]1[CH:10]=[CH:11][C:12]([CH3:24])=[C:13]([C:15]2[CH:20]=[CH:19][C:18]([C:21](O)=[O:22])=[CH:17][CH:16]=2)[CH:14]=1)=[O:7])([CH3:4])([CH3:3])[CH3:2].[O:25]=[S:26]1(=[O:40])[CH2:31][CH2:30][N:29]([CH2:32][C:33]2[CH:38]=[CH:37][C:36]([NH2:39])=[CH:35][CH:34]=2)[CH2:28][CH2:27]1.C(N(CC)CC)C.F[P-](F)(F)(F)(F)F.N1(OC(N(C)C)=[N+](C)C)C2C=CC=CC=2N=N1. (2) Given the product [N:27]1[CH:28]=[CH:29][C:24]([C:13]2[S:14][C:15]([C:18]3[CH:23]=[CH:22][N:21]=[CH:20][CH:19]=3)=[C:16]([CH3:17])[C:12]=2[CH2:11][F:7])=[CH:25][CH:26]=1, predict the reactants needed to synthesize it. The reactants are: C(N(S(F)(F)[F:7])CC)C.O[CH2:11][C:12]1[C:16]([CH3:17])=[C:15]([C:18]2[CH:23]=[CH:22][N:21]=[CH:20][CH:19]=2)[S:14][C:13]=1[C:24]1[CH:29]=[CH:28][N:27]=[CH:26][CH:25]=1. (3) Given the product [F:1][C:2]1[CH:3]=[CH:4][C:5]([N:8]2[CH2:13][CH2:12][N:11]([C@H:14]3[CH2:18][CH2:17][C@H:16]([C:19]([OH:21])=[O:20])[CH2:15]3)[CH2:10][CH2:9]2)=[CH:6][CH:7]=1, predict the reactants needed to synthesize it. The reactants are: [F:1][C:2]1[CH:7]=[CH:6][C:5]([N:8]2[CH2:13][CH2:12][N:11]([C@H:14]3[CH2:18][CH2:17][C@H:16]([C:19]([O:21]CC4C=CC=CC=4)=[O:20])[CH2:15]3)[CH2:10][CH2:9]2)=[CH:4][CH:3]=1. (4) Given the product [F:14][C:8]1[C:9]([N+:11]([O-:13])=[O:12])=[CH:10][C:5]([OH:4])=[C:6]([CH3:15])[CH:7]=1, predict the reactants needed to synthesize it. The reactants are: COC(=O)[O:4][C:5]1[CH:10]=[C:9]([N+:11]([O-:13])=[O:12])[C:8]([F:14])=[CH:7][C:6]=1[CH3:15].B(Br)(Br)Br.[OH-].[Na+].